Dataset: Full USPTO retrosynthesis dataset with 1.9M reactions from patents (1976-2016). Task: Predict the reactants needed to synthesize the given product. (1) Given the product [Cl:1][C:2]1[C:7]([CH2:8][OH:9])=[CH:6][N:5]=[C:4]([S:13][CH3:14])[N:3]=1, predict the reactants needed to synthesize it. The reactants are: [Cl:1][C:2]1[C:7]([C:8](OCC)=[O:9])=[CH:6][N:5]=[C:4]([S:13][CH3:14])[N:3]=1.CC(C[AlH]CC(C)C)C.CCOC(C)=O.Cl. (2) Given the product [CH3:1][C:2]1[CH:7]=[CH:6][CH:5]=[C:4]([CH3:8])[C:3]=1[C:13]1[CH:18]=[C:17]([CH3:19])[C:16]([N+:20]([O-:22])=[O:21])=[CH:15][N:14]=1, predict the reactants needed to synthesize it. The reactants are: [CH3:1][C:2]1[CH:7]=[CH:6][CH:5]=[C:4]([CH3:8])[C:3]=1B(O)O.Cl[C:13]1[CH:18]=[C:17]([CH3:19])[C:16]([N+:20]([O-:22])=[O:21])=[CH:15][N:14]=1.C([O-])([O-])=O.[Na+].[Na+].O. (3) The reactants are: [Cl-].[Al+3].[Cl-].[Cl-].[CH3:5][O:6][C:7]1[CH:12]=[CH:11][CH:10]=[CH:9][C:8]=1[O:13][CH3:14].[CH3:15][O:16][C:17]1[CH:25]=[CH:24][C:20]([C:21](Cl)=[O:22])=[CH:19][CH:18]=1. Given the product [CH3:5][O:6][C:7]1[CH:12]=[C:11]([C:21]([C:20]2[CH:24]=[CH:25][C:17]([O:16][CH3:15])=[CH:18][CH:19]=2)=[O:22])[CH:10]=[CH:9][C:8]=1[O:13][CH3:14], predict the reactants needed to synthesize it. (4) Given the product [O:18]=[C:7]1[N:6]([CH2:5][C:4]2[CH:19]=[CH:20][CH:21]=[C:2]([C:25]3[CH:26]=[CH:27][N:22]=[CH:23][CH:24]=3)[CH:3]=2)[C:11]2[CH:12]=[C:13]([CH:16]=[O:17])[CH:14]=[CH:15][C:10]=2[O:9][CH2:8]1, predict the reactants needed to synthesize it. The reactants are: I[C:2]1[CH:3]=[C:4]([CH:19]=[CH:20][CH:21]=1)[CH2:5][N:6]1[C:11]2[CH:12]=[C:13]([CH:16]=[O:17])[CH:14]=[CH:15][C:10]=2[O:9][CH2:8][C:7]1=[O:18].[N:22]1[CH:27]=[CH:26][C:25](B(O)O)=[CH:24][CH:23]=1.C([O-])([O-])=O.[Na+].[Na+].O. (5) The reactants are: [CH2:1]([C:8]1([CH3:20])[C:12]2[CH:13]=[CH:14][C:15]([C:17]([OH:19])=O)=[CH:16][C:11]=2[O:10][CH2:9]1)[C:2]1[CH:7]=[CH:6][CH:5]=[CH:4][CH:3]=1.[I:21][C:22]1[CH:28]=[CH:27][CH:26]=[CH:25][C:23]=1[NH2:24].C(N(CC)C(C)C)(C)C.Cl. Given the product [I:21][C:22]1[CH:28]=[CH:27][CH:26]=[CH:25][C:23]=1[NH:24][C:17]([C:15]1[CH:14]=[CH:13][C:12]2[C:8]([CH2:1][C:2]3[CH:3]=[CH:4][CH:5]=[CH:6][CH:7]=3)([CH3:20])[CH2:9][O:10][C:11]=2[CH:16]=1)=[O:19], predict the reactants needed to synthesize it. (6) Given the product [CH3:18][O:19][CH2:20][O:1][C:2]1[CH:9]=[C:8]([O:10][CH3:11])[CH:7]=[CH:6][C:3]=1[CH:4]=[O:5], predict the reactants needed to synthesize it. The reactants are: [OH:1][C:2]1[CH:9]=[C:8]([O:10][CH3:11])[CH:7]=[CH:6][C:3]=1[CH:4]=[O:5].C(=O)([O-])[O-].[K+].[K+].[CH3:18][O:19][CH2:20]Cl.C(OC(C)C)(C)C. (7) Given the product [CH:36]1([C:2]2[CH:3]=[C:4]3[C:9](=[C:10]([CH:12]([O:14][CH2:15][C:16]4([C:29]5[CH:34]=[CH:33][C:32]([F:35])=[CH:31][CH:30]=5)[CH2:17][CH2:18][N:19]([C:22]([O:24][C:25]([CH3:28])([CH3:27])[CH3:26])=[O:23])[CH2:20][CH2:21]4)[CH3:13])[CH:11]=2)[N:8]=[CH:7][CH:6]=[CH:5]3)[CH2:38][CH2:37]1, predict the reactants needed to synthesize it. The reactants are: Br[C:2]1[CH:3]=[C:4]2[C:9](=[C:10]([CH:12]([O:14][CH2:15][C:16]3([C:29]4[CH:34]=[CH:33][C:32]([F:35])=[CH:31][CH:30]=4)[CH2:21][CH2:20][N:19]([C:22]([O:24][C:25]([CH3:28])([CH3:27])[CH3:26])=[O:23])[CH2:18][CH2:17]3)[CH3:13])[CH:11]=1)[N:8]=[CH:7][CH:6]=[CH:5]2.[CH:36]1(B(O)O)[CH2:38][CH2:37]1.C(=O)([O-])[O-].[Cs+].[Cs+].